Task: Predict the reaction yield, written as a fraction of the theoretical maximum amount of product (1.0 means a 100% yield; for example, 0.34 means a 34% yield).. Dataset: Reaction yield outcomes from USPTO patents with 853,638 reactions (1) The reactants are [CH:1]([C:3]1[CH:4]=[C:5]([CH:49]=[CH:50][CH:51]=1)[CH2:6][O:7][C:8]([C@@H:10]1[CH2:15][CH2:14][CH2:13][N:12]([C:16](=[O:48])[C@@H:17]([NH:33][C:34](=[O:47])[C@@H:35]([NH:39][C:40](OC(C)(C)C)=[O:41])[CH:36]([CH3:38])[CH3:37])[CH2:18][C:19]2[CH:24]=[CH:23][CH:22]=[C:21]([O:25][Si:26]([C:29]([CH3:32])([CH3:31])[CH3:30])([CH3:28])[CH3:27])[CH:20]=2)[NH:11]1)=[O:9])=[CH2:2].FC(F)(F)S(O[Si](C)(C)C)(=O)=O.C(N(CC)C(C)C)(C)C.[CH2:73]([O:75][C@H:76]([CH2:82][CH2:83][CH:84]=[CH2:85])[C@@H:77](C)[C:78](O)=O)[CH3:74].F[P-](F)(F)(F)(F)F.N1(OC(N(C)C)=[N+](C)C)C2N=CC=CC=2N=N1. The catalyst is ClCCl. The product is [CH:1]([C:3]1[CH:4]=[C:5]([CH:49]=[CH:50][CH:51]=1)[CH2:6][O:7][C:8]([C@@H:10]1[CH2:15][CH2:14][CH2:13][N:12]([C:16](=[O:48])[C@@H:17]([NH:33][C:34](=[O:47])[C@@H:35]([NH:39][C:40](=[O:41])[C@H:77]([CH3:78])[C@H:76]([O:75][CH2:73][CH3:74])[CH2:82][CH2:83][CH:84]=[CH2:85])[CH:36]([CH3:38])[CH3:37])[CH2:18][C:19]2[CH:24]=[CH:23][CH:22]=[C:21]([O:25][Si:26]([C:29]([CH3:32])([CH3:30])[CH3:31])([CH3:28])[CH3:27])[CH:20]=2)[NH:11]1)=[O:9])=[CH2:2]. The yield is 0.600. (2) The reactants are [NH2:1][C:2]1[C:11]2[CH:10]=[CH:9][CH:8]=[C:7](Br)[C:6]=2[N:5]=[C:4]2[CH2:13][N:14]([CH2:17][C:18]3[CH:23]=[CH:22][C:21]([O:24][CH3:25])=[C:20]([Cl:26])[CH:19]=3)[C:15](=[O:16])[C:3]=12.[F:27][C:28]1[CH:33]=[CH:32][CH:31]=[C:30]([O:34][CH3:35])[C:29]=1B(O)O. No catalyst specified. The product is [NH2:1][C:2]1[C:11]2[CH:10]=[CH:9][CH:8]=[C:7]([C:29]3[C:30]([O:34][CH3:35])=[CH:31][CH:32]=[CH:33][C:28]=3[F:27])[C:6]=2[N:5]=[C:4]2[CH2:13][N:14]([CH2:17][C:18]3[CH:23]=[CH:22][C:21]([O:24][CH3:25])=[C:20]([Cl:26])[CH:19]=3)[C:15](=[O:16])[C:3]=12. The yield is 0.510. (3) The reactants are [CH3:1][O:2][C:3]1[CH:4]=[C:5]([C:11]2[CH2:15][CH2:14][NH:13][N:12]=2)[CH:6]=[CH:7][C:8]=1[O:9][CH3:10].CCN(C(C)C)C(C)C.[C:25]1([CH2:31][C:32](Cl)=[O:33])[CH:30]=[CH:29][CH:28]=[CH:27][CH:26]=1. The catalyst is C(Cl)Cl. The product is [CH3:1][O:2][C:3]1[CH:4]=[C:5]([C:11]2[CH2:15][CH2:14][N:13]([C:32](=[O:33])[CH2:31][C:25]3[CH:30]=[CH:29][CH:28]=[CH:27][CH:26]=3)[N:12]=2)[CH:6]=[CH:7][C:8]=1[O:9][CH3:10]. The yield is 0.190. (4) The reactants are CO[C:3](=[O:24])[CH:4]([C:16]1[CH:21]=[CH:20][C:19]([O:22][CH3:23])=[CH:18][CH:17]=1)[C:5]([C:7]1[CH:12]=[CH:11][C:10]([C:13]#[N:14])=[C:9]([F:15])[CH:8]=1)=O.[C:25]([O:29][C:30](=[O:41])[NH:31][CH:32]1[CH2:37][CH2:36][N:35]([C:38](=[NH:40])[NH2:39])[CH2:34][CH2:33]1)([CH3:28])([CH3:27])[CH3:26].CCN(C(C)C)C(C)C. The catalyst is C1(C)C=CC=CC=1. The product is [C:25]([O:29][C:30](=[O:41])[NH:31][CH:32]1[CH2:33][CH2:34][N:35]([C:38]2[NH:40][C:3](=[O:24])[C:4]([C:16]3[CH:17]=[CH:18][C:19]([O:22][CH3:23])=[CH:20][CH:21]=3)=[C:5]([C:7]3[CH:12]=[CH:11][C:10]([C:13]#[N:14])=[C:9]([F:15])[CH:8]=3)[N:39]=2)[CH2:36][CH2:37]1)([CH3:28])([CH3:26])[CH3:27]. The yield is 0.0400.